This data is from Peptide-MHC class I binding affinity with 185,985 pairs from IEDB/IMGT. The task is: Regression. Given a peptide amino acid sequence and an MHC pseudo amino acid sequence, predict their binding affinity value. This is MHC class I binding data. (1) The peptide sequence is VHFRNQVKI. The MHC is HLA-A02:01 with pseudo-sequence HLA-A02:01. The binding affinity (normalized) is 0.0847. (2) The peptide sequence is TGIAIIAYI. The MHC is HLA-B39:01 with pseudo-sequence HLA-B39:01. The binding affinity (normalized) is 0.0847. (3) The peptide sequence is RWGGTCRIL. The MHC is HLA-A24:02 with pseudo-sequence HLA-A24:02. The binding affinity (normalized) is 0.497. (4) The peptide sequence is FHGVAKNPV. The MHC is HLA-B18:01 with pseudo-sequence HLA-B18:01. The binding affinity (normalized) is 0.0847. (5) The peptide sequence is RLAQRVFNNY. The MHC is HLA-A29:02 with pseudo-sequence HLA-A29:02. The binding affinity (normalized) is 0.438. (6) The peptide sequence is KETINEEAA. The MHC is HLA-A29:02 with pseudo-sequence HLA-A29:02. The binding affinity (normalized) is 0.